Dataset: Forward reaction prediction with 1.9M reactions from USPTO patents (1976-2016). Task: Predict the product of the given reaction. The product is: [Br:1][C:2]1[CH:21]=[CH:20][C:5]([CH2:6][C:7]2[N:8]([C:23]3[CH:24]=[CH:25][C:26]([N+:30]([O-:32])=[O:31])=[C:27]([CH3:29])[CH:28]=3)[CH:9]=[C:10]([C:12]3[CH:17]=[CH:16][C:15]([Cl:18])=[CH:14][C:13]=3[Cl:19])[N:11]=2)=[CH:4][CH:3]=1. Given the reactants [Br:1][C:2]1[CH:21]=[CH:20][C:5]([CH2:6][C:7]2[NH:8][CH:9]=[C:10]([C:12]3[CH:17]=[CH:16][C:15]([Cl:18])=[CH:14][C:13]=3[Cl:19])[N:11]=2)=[CH:4][CH:3]=1.F[C:23]1[CH:24]=[CH:25][C:26]([N+:30]([O-:32])=[O:31])=[C:27]([CH3:29])[CH:28]=1, predict the reaction product.